From a dataset of NCI-60 drug combinations with 297,098 pairs across 59 cell lines. Regression. Given two drug SMILES strings and cell line genomic features, predict the synergy score measuring deviation from expected non-interaction effect. (1) Drug 1: COC1=CC(=CC(=C1O)OC)C2C3C(COC3=O)C(C4=CC5=C(C=C24)OCO5)OC6C(C(C7C(O6)COC(O7)C8=CC=CS8)O)O. Drug 2: N.N.Cl[Pt+2]Cl. Cell line: SF-268. Synergy scores: CSS=10.8, Synergy_ZIP=0.873, Synergy_Bliss=0.00146, Synergy_Loewe=-28.9, Synergy_HSA=-4.26. (2) Drug 1: CC(C)(C#N)C1=CC(=CC(=C1)CN2C=NC=N2)C(C)(C)C#N. Drug 2: C(CCl)NC(=O)N(CCCl)N=O. Cell line: SF-539. Synergy scores: CSS=8.20, Synergy_ZIP=2.38, Synergy_Bliss=17.4, Synergy_Loewe=3.23, Synergy_HSA=4.09. (3) Drug 1: C1=C(C(=O)NC(=O)N1)N(CCCl)CCCl. Drug 2: CCCCC(=O)OCC(=O)C1(CC(C2=C(C1)C(=C3C(=C2O)C(=O)C4=C(C3=O)C=CC=C4OC)O)OC5CC(C(C(O5)C)O)NC(=O)C(F)(F)F)O. Cell line: SF-539. Synergy scores: CSS=33.5, Synergy_ZIP=-11.3, Synergy_Bliss=-6.16, Synergy_Loewe=-4.08, Synergy_HSA=-4.78. (4) Drug 1: CN(C)C1=NC(=NC(=N1)N(C)C)N(C)C. Drug 2: C(=O)(N)NO. Cell line: TK-10. Synergy scores: CSS=-0.560, Synergy_ZIP=1.01, Synergy_Bliss=-0.637, Synergy_Loewe=-6.46, Synergy_HSA=-5.08.